Dataset: Full USPTO retrosynthesis dataset with 1.9M reactions from patents (1976-2016). Task: Predict the reactants needed to synthesize the given product. (1) Given the product [C:1]([C:5]1[N:6]=[C:7]([NH:10][C:11]([C:13]2[CH:47]=[CH:46][N:16]3[C:17](=[O:45])[C:18](/[CH:36]=[CH:37]/[C:38]([OH:40])=[O:39])=[C:19]([N:21]4[CH2:26][CH2:25][CH2:24][C@@H:23]([O:27][C:28]([NH:30][CH2:31][CH2:32][N:33]([CH3:35])[CH3:34])=[O:29])[CH2:22]4)[N:20]=[C:15]3[CH:14]=2)=[O:12])[S:8][CH:9]=1)([CH3:4])([CH3:2])[CH3:3], predict the reactants needed to synthesize it. The reactants are: [C:1]([C:5]1[N:6]=[C:7]([NH:10][C:11]([C:13]2[CH:47]=[CH:46][N:16]3[C:17](=[O:45])[C:18](/[CH:36]=[CH:37]/[C:38]([O:40]C(C)(C)C)=[O:39])=[C:19]([N:21]4[CH2:26][CH2:25][CH2:24][C@@H:23]([O:27][C:28]([NH:30][CH2:31][CH2:32][N:33]([CH3:35])[CH3:34])=[O:29])[CH2:22]4)[N:20]=[C:15]3[CH:14]=2)=[O:12])[S:8][CH:9]=1)([CH3:4])([CH3:3])[CH3:2].Cl. (2) Given the product [NH2:16][C:13]1[CH:14]=[CH:15][C:7]([O:6][CH2:5][C:4]2[CH:19]=[CH:20][CH:21]=[C:2]([F:1])[CH:3]=2)=[C:8]([CH:12]=1)[C:9]([NH2:11])=[O:10], predict the reactants needed to synthesize it. The reactants are: [F:1][C:2]1[CH:3]=[C:4]([CH:19]=[CH:20][CH:21]=1)[CH2:5][O:6][C:7]1[CH:15]=[CH:14][C:13]([N+:16]([O-])=O)=[CH:12][C:8]=1[C:9]([NH2:11])=[O:10]. (3) Given the product [Cl:15][C:16]1[CH:17]=[C:18]2[C:22](=[CH:23][CH:24]=1)[NH:21][C:20]([C:25]([NH:2][C@@H:3]1[CH2:9][C:8]3[CH:10]=[CH:11][CH:12]=[CH:13][C:7]=3[CH2:6][NH:5][C:4]1=[O:14])=[O:26])=[CH:19]2, predict the reactants needed to synthesize it. The reactants are: Cl.[NH2:2][C@@H:3]1[CH2:9][C:8]2[CH:10]=[CH:11][CH:12]=[CH:13][C:7]=2[CH2:6][NH:5][C:4]1=[O:14].[Cl:15][C:16]1[CH:17]=[C:18]2[C:22](=[CH:23][CH:24]=1)[NH:21][C:20]([C:25](O)=[O:26])=[CH:19]2.ON1C2N=CC=CC=2N=N1.Cl.CN(C)CCCN=C=NCC.C(N(C(C)C)CC)(C)C. (4) Given the product [CH3:20][O:19][C:13]1[CH:12]=[C:11]([C:8]2[CH:9]=[CH:10][C:5]3[N:6]([C:2]([Sn:23]([CH3:29])([CH3:28])[CH3:22])=[C:3]([CH3:21])[N:4]=3)[N:7]=2)[CH:16]=[CH:15][C:14]=1[O:17][CH3:18], predict the reactants needed to synthesize it. The reactants are: Br[C:2]1[N:6]2[N:7]=[C:8]([C:11]3[CH:16]=[CH:15][C:14]([O:17][CH3:18])=[C:13]([O:19][CH3:20])[CH:12]=3)[CH:9]=[CH:10][C:5]2=[N:4][C:3]=1[CH3:21].[CH3:22][Sn:23]([CH3:29])([CH3:28])[Sn:23]([CH3:29])([CH3:28])[CH3:22]. (5) Given the product [C:23]([C:13]1[CH:12]=[C:11]([NH:10][C:8]([NH:7][CH2:6][C:5]2[CH:27]=[CH:28][CH:29]=[CH:30][C:4]=2[O:3][C:34]2[C:35]([N+:39]([O-:41])=[O:40])=[CH:36][N:37]=[C:32]([Cl:31])[N:33]=2)=[O:9])[N:15]([C:16]2[CH:21]=[CH:20][C:19]([CH3:22])=[CH:18][CH:17]=2)[N:14]=1)([CH3:25])([CH3:26])[CH3:24], predict the reactants needed to synthesize it. The reactants are: [OH-].[Na+].[OH:3][C:4]1[CH:30]=[CH:29][CH:28]=[CH:27][C:5]=1[CH2:6][NH:7][C:8]([NH:10][C:11]1[N:15]([C:16]2[CH:21]=[CH:20][C:19]([CH3:22])=[CH:18][CH:17]=2)[N:14]=[C:13]([C:23]([CH3:26])([CH3:25])[CH3:24])[CH:12]=1)=[O:9].[Cl:31][C:32]1[N:37]=[C:36](Cl)[C:35]([N+:39]([O-:41])=[O:40])=[CH:34][N:33]=1.C(O)(=O)CC(CC(O)=O)(C(O)=O)O.